This data is from Full USPTO retrosynthesis dataset with 1.9M reactions from patents (1976-2016). The task is: Predict the reactants needed to synthesize the given product. (1) The reactants are: [F:1][C:2]1[N:6]([CH3:7])[N:5]=[C:4]([CH3:8])[C:3]=1[C:9](Cl)=[O:10].[CH:12]1([NH:15][CH:16]([C:19]2[CH:24]=[CH:23][N:22]=[CH:21][CH:20]=2)[CH2:17][CH3:18])[CH2:14][CH2:13]1.C(N(CC)CC)C.ClCCl.CO. Given the product [CH:12]1([N:15]([CH:16]([C:19]2[CH:24]=[CH:23][N:22]=[CH:21][CH:20]=2)[CH2:17][CH3:18])[C:9]([C:3]2[C:4]([CH3:8])=[N:5][N:6]([CH3:7])[C:2]=2[F:1])=[O:10])[CH2:14][CH2:13]1, predict the reactants needed to synthesize it. (2) Given the product [CH2:26]([N:12]1[C:11]2[CH:10]=[CH:9][CH:8]=[CH:7][C:6]=2[C:5]2[C:13]1=[CH:1][CH:2]=[CH:3][CH:4]=2)[CH2:25][CH2:24][CH2:23][CH2:22][CH2:21][CH2:20][CH2:19][CH2:18][CH2:17][CH2:16][CH3:15], predict the reactants needed to synthesize it. The reactants are: [CH:1]1[C:13]2[NH:12][C:11]3[C:6](=[CH:7][CH:8]=[CH:9][CH:10]=3)[C:5]=2[CH:4]=[CH:3][CH:2]=1.Br[CH2:15][CH2:16][CH2:17][CH2:18][CH2:19][CH2:20][CH2:21][CH2:22][CH2:23][CH2:24][CH2:25][CH3:26].[OH-].[Na+].C(N1C2C=CC=CC=2C2C1=CC=CC=2)CCCCCC.